From a dataset of Forward reaction prediction with 1.9M reactions from USPTO patents (1976-2016). Predict the product of the given reaction. (1) Given the reactants [C:1]([C:4]1[N:5]=[C:6]2[C:12]3[CH:13]=[C:14]([C:18]#[C:19][C:20]([OH:23])([CH3:22])[CH3:21])[C:15]([F:17])=[CH:16][C:11]=3[O:10][CH2:9][CH2:8][N:7]2[C:24]=1[C:25]([OH:27])=O)(=[O:3])[NH2:2].[O:28]1[CH2:32][CH2:31][CH:30]([CH2:33][NH2:34])[CH2:29]1, predict the reaction product. The product is: [F:17][C:15]1[C:14]([C:18]#[C:19][C:20]([OH:23])([CH3:22])[CH3:21])=[CH:13][C:12]2[C:6]3[N:7]([C:24]([C:25]([NH:34][CH2:33][CH:30]4[CH2:31][CH2:32][O:28][CH2:29]4)=[O:27])=[C:4]([C:1]([NH2:2])=[O:3])[N:5]=3)[CH2:8][CH2:9][O:10][C:11]=2[CH:16]=1. (2) Given the reactants [NH:1]1[C:9]2[C:4](=[CH:5][CH:6]=[CH:7][CH:8]=2)[CH2:3][CH2:2]1.[Cl:10][CH2:11][C:12](Cl)=[O:13].O, predict the reaction product. The product is: [Cl:10][CH2:11][C:12]([N:1]1[C:9]2[C:4](=[CH:5][CH:6]=[CH:7][CH:8]=2)[CH2:3][CH2:2]1)=[O:13].